From a dataset of Peptide-MHC class II binding affinity with 134,281 pairs from IEDB. Regression. Given a peptide amino acid sequence and an MHC pseudo amino acid sequence, predict their binding affinity value. This is MHC class II binding data. (1) The MHC is HLA-DQA10301-DQB10301 with pseudo-sequence HLA-DQA10301-DQB10301. The binding affinity (normalized) is 0.0557. The peptide sequence is ALFYKLDVVPID. (2) The peptide sequence is EQCGRQAGGKLCPNN. The MHC is HLA-DPA10103-DPB10401 with pseudo-sequence HLA-DPA10103-DPB10401. The binding affinity (normalized) is 0.0366. (3) The peptide sequence is APPPQLPRPPATPPP. The MHC is DRB4_0101 with pseudo-sequence DRB4_0103. The binding affinity (normalized) is 0. (4) The peptide sequence is HHFHELQLKDGRRIV. The MHC is HLA-DQA10303-DQB10402 with pseudo-sequence HLA-DQA10303-DQB10402. The binding affinity (normalized) is 0.294. (5) The peptide sequence is NSFQIEEFGTGVFTT. The MHC is HLA-DQA10501-DQB10402 with pseudo-sequence HLA-DQA10501-DQB10402. The binding affinity (normalized) is 0. (6) The peptide sequence is GVLAGLAFQEMENFL. The MHC is DRB1_0801 with pseudo-sequence DRB1_0801. The binding affinity (normalized) is 0.361. (7) The peptide sequence is KEPIVGAETFYVDGA. The MHC is DRB1_0101 with pseudo-sequence DRB1_0101. The binding affinity (normalized) is 0.849. (8) The peptide sequence is PRRWLRFCNPELSEI. The MHC is DRB1_0802 with pseudo-sequence DRB1_0802. The binding affinity (normalized) is 0.690.